This data is from NCI-60 drug combinations with 297,098 pairs across 59 cell lines. The task is: Regression. Given two drug SMILES strings and cell line genomic features, predict the synergy score measuring deviation from expected non-interaction effect. (1) Drug 1: CC1C(C(CC(O1)OC2CC(CC3=C2C(=C4C(=C3O)C(=O)C5=C(C4=O)C(=CC=C5)OC)O)(C(=O)C)O)N)O.Cl. Drug 2: C1CC(=O)NC(=O)C1N2C(=O)C3=CC=CC=C3C2=O. Cell line: HCT116. Synergy scores: CSS=37.3, Synergy_ZIP=4.73, Synergy_Bliss=6.72, Synergy_Loewe=-36.9, Synergy_HSA=6.90. (2) Drug 1: C1=NC(=NC(=O)N1C2C(C(C(O2)CO)O)O)N. Drug 2: CC1=C(N=C(N=C1N)C(CC(=O)N)NCC(C(=O)N)N)C(=O)NC(C(C2=CN=CN2)OC3C(C(C(C(O3)CO)O)O)OC4C(C(C(C(O4)CO)O)OC(=O)N)O)C(=O)NC(C)C(C(C)C(=O)NC(C(C)O)C(=O)NCCC5=NC(=CS5)C6=NC(=CS6)C(=O)NCCC[S+](C)C)O. Cell line: SK-MEL-28. Synergy scores: CSS=16.4, Synergy_ZIP=-1.58, Synergy_Bliss=3.26, Synergy_Loewe=0.179, Synergy_HSA=1.00. (3) Drug 1: C1CC(C1)(C(=O)O)C(=O)O.[NH2-].[NH2-].[Pt+2]. Drug 2: CCN(CC)CCNC(=O)C1=C(NC(=C1C)C=C2C3=C(C=CC(=C3)F)NC2=O)C. Cell line: DU-145. Synergy scores: CSS=24.4, Synergy_ZIP=-5.16, Synergy_Bliss=3.56, Synergy_Loewe=-2.56, Synergy_HSA=-2.25.